This data is from Peptide-MHC class I binding affinity with 185,985 pairs from IEDB/IMGT. The task is: Regression. Given a peptide amino acid sequence and an MHC pseudo amino acid sequence, predict their binding affinity value. This is MHC class I binding data. The peptide sequence is QGWKGSPAI. The MHC is HLA-B58:01 with pseudo-sequence HLA-B58:01. The binding affinity (normalized) is 0.111.